Dataset: Forward reaction prediction with 1.9M reactions from USPTO patents (1976-2016). Task: Predict the product of the given reaction. (1) Given the reactants [F:1][C:2]1[CH:7]=[CH:6][C:5]([C:8]2[C:12]([CH2:13][N:14]3C(=O)C4C(=CC=CC=4)C3=O)=[C:11]([CH3:25])[O:10][N:9]=2)=[CH:4][CH:3]=1.O.NN, predict the reaction product. The product is: [F:1][C:2]1[CH:3]=[CH:4][C:5]([C:8]2[C:12]([CH2:13][NH2:14])=[C:11]([CH3:25])[O:10][N:9]=2)=[CH:6][CH:7]=1. (2) Given the reactants [CH3:1][C@@H:2]1[CH2:7][O:6][CH2:5][CH2:4][NH:3]1.[CH2:8]=O.[N+:10]([C:12]1[CH:19]=[CH:18][C:15]([C:16]#[N:17])=[C:14]([C:20]([F:23])([F:22])[F:21])[CH:13]=1)#[C-:11].C[Si]([N:28]=[N+:29]=[N-:30])(C)C, predict the reaction product. The product is: [CH3:1][C@@H:2]1[CH2:7][O:6][CH2:5][CH2:4][N:3]1[CH2:8][C:11]1[N:10]([C:12]2[CH:19]=[CH:18][C:15]([C:16]#[N:17])=[C:14]([C:20]([F:21])([F:22])[F:23])[CH:13]=2)[N:30]=[N:29][N:28]=1. (3) Given the reactants [CH:1]1[C:13]2[CH:12]([CH2:14][C:15]([OH:17])=O)[C:11]3[C:6](=[CH:7][CH:8]=[CH:9][CH:10]=3)[C:5]=2[CH:4]=[CH:3][CH:2]=1.C1C=NC2N(O)N=NC=2C=1.CCN=C=NCCCN(C)C.[N:39]1([CH2:45][CH2:46][CH2:47][N:48]2[CH2:53][CH2:52][NH:51][CH2:50][CH2:49]2)[CH2:44][CH2:43][CH2:42][CH2:41][CH2:40]1.[ClH:54], predict the reaction product. The product is: [ClH:54].[ClH:54].[CH:1]1[C:13]2[CH:12]([CH2:14][C:15]([N:51]3[CH2:50][CH2:49][N:48]([CH2:47][CH2:46][CH2:45][N:39]4[CH2:40][CH2:41][CH2:42][CH2:43][CH2:44]4)[CH2:53][CH2:52]3)=[O:17])[C:11]3[C:6](=[CH:7][CH:8]=[CH:9][CH:10]=3)[C:5]=2[CH:4]=[CH:3][CH:2]=1. (4) The product is: [CH2:53]([NH:52][C:50]([NH:49][C:46]1[CH:45]=[CH:44][C:43]([C:41]([N:38]2[CH2:37][CH2:36][CH:35]([NH:34][C:33]3[CH:59]=[CH:60][C:30]([CH2:29][CH2:28][NH:27][CH2:26][C@H:25]([OH:61])[CH2:24][O:23][C:22]4[CH:21]=[CH:20][C:19]([OH:18])=[CH:63][CH:62]=4)=[CH:31][CH:32]=3)[CH2:40][CH2:39]2)=[O:42])=[CH:48][CH:47]=1)=[O:51])[CH2:54][CH2:55][CH2:56][CH2:57][CH3:58]. Given the reactants [Si]([O:18][C:19]1[CH:63]=[CH:62][C:22]([O:23][CH2:24][C@@H:25]([OH:61])[CH2:26][NH:27][CH2:28][CH2:29][C:30]2[CH:60]=[CH:59][C:33]([NH:34][CH:35]3[CH2:40][CH2:39][N:38]([C:41]([C:43]4[CH:48]=[CH:47][C:46]([NH:49][C:50]([NH:52][CH2:53][CH2:54][CH2:55][CH2:56][CH2:57][CH3:58])=[O:51])=[CH:45][CH:44]=4)=[O:42])[CH2:37][CH2:36]3)=[CH:32][CH:31]=2)=[CH:21][CH:20]=1)(C(C)(C)C)(C1C=CC=CC=1)C1C=CC=CC=1, predict the reaction product. (5) The product is: [Cl:11][C:13]1[CH:18]=[CH:17][C:16]([NH:24][C@@H:19]([C:16]2[CH:17]=[CH:18][C:13]([Cl:12])=[C:14]([CH3:25])[CH:15]=2)[C:20]([F:22])([F:23])[F:21])=[CH:15][C:14]=1[CH2:25][N:8]1[CH2:9][CH2:10][CH:6]([C:4]([OH:3])=[O:5])[CH2:7]1. Given the reactants C([O:3][C:4]([CH:6]1[CH2:10][CH2:9][NH:8][CH2:7]1)=[O:5])C.[ClH:11].[Cl:12][C:13]1[CH:18]=[CH:17][C:16]([C@H:19]([NH2:24])[C:20]([F:23])([F:22])[F:21])=[CH:15][C:14]=1[CH3:25].[Li+].[OH-], predict the reaction product. (6) Given the reactants C([O-])(=O)C.[Na+].C(O[C:9](=[O:27])[C:10]([CH:21]1[CH2:26][CH2:25][CH2:24][CH2:23][CH2:22]1)=[N:11][NH:12][C:13](=[O:20])[CH2:14][C:15]([O:17][CH2:18][CH3:19])=[O:16])C.Cl, predict the reaction product. The product is: [CH2:18]([O:17][C:15]([C:14]1[C:13](=[O:20])[NH:12][N:11]=[C:10]([CH:21]2[CH2:22][CH2:23][CH2:24][CH2:25][CH2:26]2)[C:9]=1[OH:27])=[O:16])[CH3:19].